From a dataset of Catalyst prediction with 721,799 reactions and 888 catalyst types from USPTO. Predict which catalyst facilitates the given reaction. (1) The catalyst class is: 3. Product: [CH3:1][O:2][C:3]([C:4]1([C:17]2[CH:22]=[CH:21][C:20]([C:23]#[N:24])=[CH:19][C:18]=2[Cl:25])[N:5]2[CH:6]=[N:7][CH:8]=[C:9]2[CH2:10][CH2:11]1)=[O:26]. Reactant: [CH3:1][O:2][C:3](=[O:26])[CH:4]([C:17]1[CH:22]=[CH:21][C:20]([C:23]#[N:24])=[CH:19][C:18]=1[Cl:25])[N:5]1[C:9]([CH2:10][CH2:11]OS(C)(=O)=O)=[CH:8][N:7]=[CH:6]1.C([O-])([O-])=O.[K+].[K+].[Na+].[I-].CCN(CC)CC. (2) Reactant: [CH3:1][N:2]([CH3:23])[CH2:3][CH2:4][O:5][C:6]1[CH:10]=[C:9]([NH:11]C(=O)OCC2C=CC=CC=2)[N:8]([CH3:22])[N:7]=1. Product: [CH3:1][N:2]([CH3:23])[CH2:3][CH2:4][O:5][C:6]1[CH:10]=[C:9]([NH2:11])[N:8]([CH3:22])[N:7]=1. The catalyst class is: 19.